From a dataset of Full USPTO retrosynthesis dataset with 1.9M reactions from patents (1976-2016). Predict the reactants needed to synthesize the given product. Given the product [CH2:2]([C:3]([CH2:8][OH:9])([CH3:7])[C:4]([O-:6])=[O:5])[OH:1].[CH2:24]([N+:15]([CH2:11][CH2:12][CH2:13][CH3:14])([CH2:16][CH2:17][CH2:18][CH3:19])[CH2:20][CH2:21][CH2:22][CH3:23])[CH2:25][CH2:26][CH3:27], predict the reactants needed to synthesize it. The reactants are: [OH:1][CH2:2][C:3]([CH2:8][OH:9])([CH3:7])[C:4]([OH:6])=[O:5].[OH-].[CH2:11]([N+:15]([CH2:24][CH2:25][CH2:26][CH3:27])([CH2:20][CH2:21][CH2:22][CH3:23])[CH2:16][CH2:17][CH2:18][CH3:19])[CH2:12][CH2:13][CH3:14].